From a dataset of Forward reaction prediction with 1.9M reactions from USPTO patents (1976-2016). Predict the product of the given reaction. (1) Given the reactants Cl.[O:2]1[C:8]2[CH:9]=[CH:10][C:11]([B:13]([OH:15])[OH:14])=[CH:12][C:7]=2[CH2:6][NH:5][CH2:4][CH2:3]1.Cl[C:17]1[C:26]2[CH2:25][C:24]([CH3:28])([CH3:27])[CH2:23][CH2:22][C:21]=2[N:20]=[CH:19][N:18]=1.CCN(C(C)C)C(C)C.C(OCC)C, predict the reaction product. The product is: [CH3:27][C:24]1([CH3:28])[CH2:23][CH2:22][C:21]2[N:20]=[CH:19][N:18]=[C:17]([N:5]3[CH2:6][C:7]4[CH:12]=[C:11]([B:13]([OH:15])[OH:14])[CH:10]=[CH:9][C:8]=4[O:2][CH2:3][CH2:4]3)[C:26]=2[CH2:25]1. (2) Given the reactants [Cl:1][C:2]1[CH:3]=[CH:4][C:5]2[NH:6][N:7]=[C:8]3[C:13]=2[C:12]=1[C:11](=[O:14])[C:10]1[CH:15]=[CH:16][CH:17]=[CH:18][C:9]3=1.ClC1C2C(=O)C3C(=CC=CC=3)C(=O)C=2C(Cl)=CC=1.[N-:37]=[N+]=[N-].[Na+], predict the reaction product. The product is: [Cl:1][C:2]1[CH:3]=[CH:4][C:5]2[NH:6][N:7]=[C:8]3[C:9]4[CH:18]=[CH:17][CH:16]=[CH:15][C:10]=4[C:11](=[O:14])[NH:37][C:12]=1[C:13]=23. (3) Given the reactants [C:1]([O:5][C:6]([NH:8][C:9]1[N:10]=[C:11]([C:15]([O:17]CC)=[O:16])[N:12]([CH3:14])[CH:13]=1)=[O:7])([CH3:4])([CH3:3])[CH3:2].C(Cl)Cl.CO.OS([O-])(=O)=O.[Na+], predict the reaction product. The product is: [C:1]([O:5][C:6]([NH:8][C:9]1[N:10]=[C:11]([C:15]([OH:17])=[O:16])[N:12]([CH3:14])[CH:13]=1)=[O:7])([CH3:4])([CH3:2])[CH3:3]. (4) Given the reactants [CH3:1][O:2][CH2:3][CH2:4][CH2:5][CH2:6][N:7]1[CH:11]=[CH:10][N:9]=[C:8]1[C:12]([O:14][CH2:15][CH3:16])=[O:13].[Br:17]N1C(=O)CCC1=O, predict the reaction product. The product is: [Br:17][C:10]1[N:9]=[C:8]([C:12]([O:14][CH2:15][CH3:16])=[O:13])[N:7]([CH2:6][CH2:5][CH2:4][CH2:3][O:2][CH3:1])[CH:11]=1.